Dataset: Reaction yield outcomes from USPTO patents with 853,638 reactions. Task: Predict the reaction yield, written as a fraction of the theoretical maximum amount of product (1.0 means a 100% yield; for example, 0.34 means a 34% yield). The reactants are [CH3:1][C:2]1[N:3]([C:17]2[CH:22]=[CH:21][C:20](Br)=[CH:19][CH:18]=2)[C:4]([C:7]2[CH:12]=[CH:11][C:10]([S:13]([CH3:16])(=[O:15])=[O:14])=[CH:9][CH:8]=2)=[CH:5][CH:6]=1.[S:24]1[CH:28]=[CH:27][C:26](B(O)O)=[CH:25]1.C([O-])(O)=O.[Na+]. The catalyst is COCCOC.C1C=CC(P(C2C=CC=CC=2)C2C=CC=CC=2)=CC=1.C1C=CC(P(C2C=CC=CC=2)C2C=CC=CC=2)=CC=1.Cl[Pd]Cl. The product is [CH3:1][C:2]1[N:3]([C:17]2[CH:22]=[CH:21][C:20]([C:26]3[CH:27]=[CH:28][S:24][CH:25]=3)=[CH:19][CH:18]=2)[C:4]([C:7]2[CH:12]=[CH:11][C:10]([S:13]([CH3:16])(=[O:15])=[O:14])=[CH:9][CH:8]=2)=[CH:5][CH:6]=1. The yield is 0.750.